This data is from Forward reaction prediction with 1.9M reactions from USPTO patents (1976-2016). The task is: Predict the product of the given reaction. (1) Given the reactants [CH3:1][O:2][C:3]([C:5]1([C:17](O)=[O:18])[CH2:14][CH2:13][C:12]2[C:7](=[C:8]([O:15][CH3:16])[CH:9]=[CH:10][CH:11]=2)[CH2:6]1)=[O:4].[CH3:20][CH2:21][N:22]([CH2:25][CH3:26])[CH2:23][CH3:24].CN(C(O[N:35]1N=N[C:37]2[CH:38]=C[CH:40]=[CH:41][C:36]1=2)=[N+](C)C)C.[B-](F)(F)(F)F, predict the reaction product. The product is: [CH2:21]([N:22]([CH2:25][CH3:26])[C:23]1[CH:38]=[CH:37][C:36]([NH:35][C:17]([C:5]2([C:3]([O:2][CH3:1])=[O:4])[CH2:14][CH2:13][C:12]3[C:7](=[C:8]([O:15][CH3:16])[CH:9]=[CH:10][CH:11]=3)[CH2:6]2)=[O:18])=[C:41]([CH3:40])[CH:24]=1)[CH3:20]. (2) Given the reactants C(N(CC)CC)C.Br[CH2:9][C:10](=[O:21])[C:11]([C:14]1[CH:19]=[CH:18][C:17]([Cl:20])=[CH:16][CH:15]=1)([CH3:13])[CH3:12].[CH3:22][N:23]1[CH:27]=[N:26][N:25]=[C:24]1[SH:28], predict the reaction product. The product is: [Cl:20][C:17]1[CH:18]=[CH:19][C:14]([C:11]([CH3:13])([CH3:12])[C:10](=[O:21])[CH2:9][S:28][C:24]2[N:23]([CH3:22])[CH:27]=[N:26][N:25]=2)=[CH:15][CH:16]=1. (3) The product is: [Cl:1][C:2]1[CH:7]=[CH:6][NH:5][C:4](=[O:8])[C:3]=1[C:10]1[NH:29][C:13]2=[CH:14][C:15]3[C:16](=[O:28])[N:17]([CH2:23][CH2:24][N:25]([CH3:26])[CH3:27])[C:18](=[O:22])[C:19]=3[C:20]([CH3:21])=[C:12]2[N:11]=1. Given the reactants [Cl:1][C:2]1[CH:7]=[CH:6][N:5]=[C:4]([O:8]C)[C:3]=1[C:10]1[NH:29][C:13]2=[CH:14][C:15]3[C:16](=[O:28])[N:17]([CH2:23][CH2:24][N:25]([CH3:27])[CH3:26])[C:18](=[O:22])[C:19]=3[C:20]([CH3:21])=[C:12]2[N:11]=1.Cl, predict the reaction product. (4) Given the reactants [Br:1][C:2]1[CH:7]=[CH:6][C:5]([CH:8]2[C:13]([C:14]([O:16][CH2:17][CH3:18])=[O:15])=[C:12]([CH3:19])[NH:11][C:10]([CH3:20])=[C:9]2[C:21]([O:23][CH2:24][CH3:25])=[O:22])=[CH:4][CH:3]=1.[H-].[Na+].[CH2:28](Cl)[C:29]1[CH:34]=[CH:33][CH:32]=[CH:31][CH:30]=1.[NH4+].[Cl-], predict the reaction product. The product is: [CH2:28]([N:11]1[C:12]([CH3:19])=[C:13]([C:14]([O:16][CH2:17][CH3:18])=[O:15])[CH:8]([C:5]2[CH:4]=[CH:3][C:2]([Br:1])=[CH:7][CH:6]=2)[C:9]([C:21]([O:23][CH2:24][CH3:25])=[O:22])=[C:10]1[CH3:20])[C:29]1[CH:34]=[CH:33][CH:32]=[CH:31][CH:30]=1.